Predict the reactants needed to synthesize the given product. From a dataset of Full USPTO retrosynthesis dataset with 1.9M reactions from patents (1976-2016). (1) Given the product [S:1]([OH:5])([OH:4])(=[O:3])=[O:2].[CH2:26]([N:13]([CH2:6][C:7]1[CH:8]=[CH:9][CH:10]=[CH:11][CH:12]=1)[C@H:14]([CH2:19][C:20]1[CH:21]=[CH:22][CH:23]=[CH:24][CH:25]=1)[C@H:15]([OH:18])[CH2:16][Cl:17])[C:27]1[CH:28]=[CH:29][CH:30]=[CH:31][CH:32]=1, predict the reactants needed to synthesize it. The reactants are: [S:1](=[O:5])(=[O:4])([OH:3])[OH:2].[CH2:6]([N:13]([CH2:26][C:27]1[CH:32]=[CH:31][CH:30]=[CH:29][CH:28]=1)[C@H:14]([CH2:19][C:20]1[CH:25]=[CH:24][CH:23]=[CH:22][CH:21]=1)[C@H:15]([OH:18])[CH2:16][Cl:17])[C:7]1[CH:12]=[CH:11][CH:10]=[CH:9][CH:8]=1. (2) Given the product [Cl:22][C:11]1[C:12]2[C:17](=[CH:16][CH:15]=[CH:14][CH:13]=2)[CH:18]=[C:9]([C:6]2[CH:7]=[CH:8][C:3]([S:2][CH3:1])=[CH:4][CH:5]=2)[N:10]=1, predict the reactants needed to synthesize it. The reactants are: [CH3:1][S:2][C:3]1[CH:8]=[CH:7][C:6]([C:9]2[NH:10][C:11](=O)[C:12]3[C:17]([CH:18]=2)=[CH:16][CH:15]=[CH:14][CH:13]=3)=[CH:5][CH:4]=1.P(Cl)(Cl)([Cl:22])=O. (3) The reactants are: [CH3:1][O:2][C:3](=[O:13])[CH:4]([NH2:12])[C:5]1[CH:10]=[CH:9][C:8]([OH:11])=[CH:7][CH:6]=1.C(N(CC)C(C)C)(C)C.Cl[C:24]([O:26][CH2:27][CH:28]1[C:40]2[CH:39]=[CH:38][CH:37]=[CH:36][C:35]=2[C:34]2[C:29]1=[CH:30][CH:31]=[CH:32][CH:33]=2)=[O:25]. Given the product [CH:39]1[C:40]2[CH:28]([CH2:27][O:26][C:24]([NH:12][C@H:4]([C:5]3[CH:10]=[CH:9][C:8]([OH:11])=[CH:7][CH:6]=3)[C:3]([O:2][CH3:1])=[O:13])=[O:25])[C:29]3[C:34](=[CH:33][CH:32]=[CH:31][CH:30]=3)[C:35]=2[CH:36]=[CH:37][CH:38]=1, predict the reactants needed to synthesize it.